Task: Regression. Given a target protein amino acid sequence and a drug SMILES string, predict the binding affinity score between them. We predict pIC50 (pIC50 = -log10(IC50 in M); higher means more potent). Dataset: bindingdb_ic50.. Dataset: Drug-target binding data from BindingDB using IC50 measurements (1) The drug is N#Cc1ccc(Cn2cncc2CN[C@H]2CCN(CCc3ccccc3)C2=O)cc1. The target protein (P53609) has sequence MAATEDERLAGSGEGERLDFLRDRHVRFFQRCLQVLPERYSSLETSRLTIAFFALSGLDMLDSLDVVNKDDIIEWIYSLQVLPTEDRSNLNRCGFRGSSYLGIPFNPSKAPGTAHPYDSGHIAMTYTGLSCLVILGDDLSRVNKEACLAGLRALQLEDGSFCAVPEGSENDMRFVYCASCICYMLNNWSGMDMKKAITYIRRSMSYDNGLAQGAGLESHGGSTFCGIASLCLMGKLEEVFSEKELNRIKRWCIMRQQNGYHGRPNKPVDTCYSFWVGATLKLLKIFQYTNFEKNRNYILSTQDRLVGGFAKWPDSHPDALHAYFGICGLSLMEESGICKVHPALNVSTRTSERLLDLHQSWKTKDSKQCSENVHIST. The pIC50 is 4.3. (2) The small molecule is CCCCCCN(S(=O)(=O)c1ccc(O)c(O)c1)S(=O)(=O)c1ccc(O)c(O)c1. The target protein (P01008) has sequence MYSNVIGTVTSGKRKVYLLSLLLIGFWDCVTCHGSPVDICTAKPRDIPMNPMCIYRSPEKKATEDEGSEQKIPEATNRRVWELSKANSRFATTFYQHLADSKNDNDNIFLSPLSISTAFAMTKLGACNDTLQQLMEVFKFDTISEKTSDQIHFFFAKLNCRLYRKANKSSKLVSANRLFGDKSLTFNETYQDISELVYGAKLQPLDFKENAEQSRAAINKWVSNKTEGRITDVIPSEAINELTVLVLVNTIYFKGLWKSKFSPENTRKELFYKADGESCSASMMYQEGKFRYRRVAEGTQVLELPFKGDDITMVLILPKPEKSLAKVEKELTPEVLQEWLDELEEMMLVVHMPRFRIEDGFSLKEQLQDMGLVDLFSPEKSKLPGIVAEGRDDLYVSDAFHKAFLEVNEEGSEAAASTAVVIAGRSLNPNRVTFKANRPFLVFIREVPLNTIIFMGRVANPCVK. The pIC50 is 3.5. (3) The drug is O=C1Nc2ccccc2C1(c1cn(Cc2cccc(F)c2)c2ccccc12)c1cn(Cc2cccc(F)c2)c2ccccc12. The target protein (P38158) has sequence MTISDHPETEPKWWKEATIYQIYPASFKDSNNDGWGDLKGITSKLQYIKDLGVDAIWVCPFYDSPQQDMGYDISNYEKVWPTYGTNEDCFELIDKTHKLGMKFITDLVINHCSTEHEWFKESRSSKTNPKRDWFFWRPPKGYDAEGKPIPPNNWKSFFGGSAWTFDETTNEFYLRLFASRQVDLNWENEDCRRAIFESAVGFWLDHGVDGFRIDTAGLYSKRPGLPDSPIFDKTSKLQHPNWGSHNGPRIHEYHQELHRFMKNRVKDGREIMTVGEVAHGSDNALYTSAARYEVSEVFSFTHVELGTSPFFRYNIVPFTLKQWKEAIASNFLFINGTDSWATTYIENHDQARSITRFADDSPKYRKISGKLLTLLECSLTGTLYVYQGQEIGQINFKEWPIEKYEDVDVKNNYEIIKKSFGKNSKEMKDFFKGIALLSRDHSRTPMPWTKDKPNAGFTGPDVKPWFFLNESFEQGINVEQESRDDDSVLNFWKRALQARK.... The pIC50 is 5.1. (4) The drug is CCCCCCc1cc(=O)c(Oc2ccc(N)cc2C)cn1C. The target protein (Q8Z9U1) has sequence MIIKPRVRGFICVTAHPTGCEANVKKQIDYVTTEGPIANGPKRVLVIGASTGYGLAARITAAFGCGADTLGVFFERPGEEGKPGTSGWYNSAAFHKFAAQKGLYAKSINGDAFSDEIKQLTIDAIKQDLGQVDQVIYSLASPRRTHPKTGEVFNSALKPIGNAVNLRGLDTDKEVIKESVLQPATQSEIDSTVAVMGGEDWQMWIDALLDAGVLAEGAQTTAFTYLGEKITHDIYWNGSIGAAKKDLDQKVLAIRESLAAHGGGDARVSVLKAVVTQASSAIPMMPLYLSLLFKVMKEKGTHEGCIEQVYSLYKDSLCGDSPHMDQEGRLRADYKELDPEVQNQVQQLWDQVTNDNIYQLTDFVGYKSEFLNLFGFGIDGVDYDADVNPDVKIPNLIQG. The pIC50 is 4.3. (5) The small molecule is Cc1nsc(Nc2cnc(C(=O)N(C)C)cn2)c1C(=O)Nc1ccc(F)c(F)c1. The target protein sequence is DAAIAEDPPDAIAGLQAEWMQMSSLGTVDAPNFIVGNPWDDKLIFKLLSGLSKPVSSYPNTFEWQCKLPAIKPKTEFQLGSKLVYVHHLLGEGAFAQVYEATQGDLNDAKNKQKFVLKVQKPANPWEFYIGTQLMERLKPSMQHMFMKFYSAHLFQNGSVLVGELYSYGTLLNAINLYKNTPEKVMPQGLVISFAMRMLYMIEQVHDCEIIHGDIKPDNFILGNGFLEQDDEDDLSAGLALIDLGQSIDMKLFPKGTIFTAKCETSGFQCVEMLSNKPWNYQIDYFGVAATVYCMLFGTYMKVKNEGGECKPEGLFRRLPHLDMWNEFFHVMLNIPDCHHLPSLDLLRQKLKKVFQQHYTNKIRALRNRLIVLLLECKRSRK. The pIC50 is 4.7. (6) The drug is CN1C(=O)/C(=C\c2c[nH]c3ccccc23)N(C)C1=O. The target protein (P23415) has sequence MYSFNTLRLYLWETIVFFSLAASKEAEAARSAPKPMSPSDFLDKLMGRTSGYDARIRPNFKGPPVNVSCNIFINSFGSIAETTMDYRVNIFLRQQWNDPRLAYNEYPDDSLDLDPSMLDSIWKPDLFFANEKGAHFHEITTDNKLLRISRNGNVLYSIRITLTLACPMDLKNFPMDVQTCIMQLESFGYTMNDLIFEWQEQGAVQVADGLTLPQFILKEEKDLRYCTKHYNTGKFTCIEARFHLERQMGYYLIQMYIPSLLIVILSWISFWINMDAAPARVGLGITTVLTMTTQSSGSRASLPKVSYVKAIDIWMAVCLLFVFSALLEYAAVNFVSRQHKELLRFRRKRRHHKSPMLNLFQEDEAGEGRFNFSAYGMGPACLQAKDGISVKGANNSNTTNPPPAPSKSPEEMRKLFIQRAKKIDKISRIGFPMAFLIFNMFYWIIYKIVRREDVHNQ. The pIC50 is 3.7.